Dataset: Full USPTO retrosynthesis dataset with 1.9M reactions from patents (1976-2016). Task: Predict the reactants needed to synthesize the given product. (1) Given the product [F:27][C:21]1[CH:22]=[C:23]([F:26])[CH:24]=[CH:25][C:20]=1[N:16]1[C:15]([C:9]2[S:8][C:7]3[C:6]4[N:28]=[C:2]([C:33]5[CH:32]=[N:31][C:30]([CH3:29])=[CH:35][CH:34]=5)[CH:3]=[CH:4][C:5]=4[O:14][CH2:13][CH2:12][C:11]=3[CH:10]=2)=[N:19][CH:18]=[N:17]1, predict the reactants needed to synthesize it. The reactants are: Cl[C:2]1[CH:3]=[CH:4][C:5]2[O:14][CH2:13][CH2:12][C:11]3[CH:10]=[C:9]([C:15]4[N:16]([C:20]5[CH:25]=[CH:24][C:23]([F:26])=[CH:22][C:21]=5[F:27])[N:17]=[CH:18][N:19]=4)[S:8][C:7]=3[C:6]=2[N:28]=1.[CH3:29][C:30]1[CH:35]=[CH:34][C:33](B2OC(C)(C)C(C)(C)O2)=[CH:32][N:31]=1.C([O-])([O-])=O.[Cs+].[Cs+]. (2) The reactants are: [Br:1][C:2]1[CH:7]=[CH:6][C:5]([NH:8][C:9]2[C:10]([CH:20]([OH:26])[CH2:21][O:22][CH2:23][O:24][CH3:25])=[CH:11][C:12]3[N:16]([CH3:17])[CH:15]=[N:14][C:13]=3[C:18]=2[F:19])=[C:4]([Cl:27])[CH:3]=1.CC(OI1(OC(C)=O)(OC(C)=O)OC(=O)C2C=CC=CC1=2)=O.C([O-])(O)=O.[Na+].O.O.O.O.O.S([O-])([O-])(=O)=S.[Na+].[Na+]. Given the product [Br:1][C:2]1[CH:7]=[CH:6][C:5]([NH:8][C:9]2[C:10]([C:20](=[O:26])[CH2:21][O:22][CH2:23][O:24][CH3:25])=[CH:11][C:12]3[N:16]([CH3:17])[CH:15]=[N:14][C:13]=3[C:18]=2[F:19])=[C:4]([Cl:27])[CH:3]=1, predict the reactants needed to synthesize it. (3) Given the product [NH2:33][C:32]1[CH:31]=[CH:30][C:29]([C:2]2[C:7]([F:8])=[CH:6][CH:5]=[CH:4][N:3]=2)=[N:28][C:27]=1[C:26]([NH:25][C:20]1[CH:21]=[N:22][CH:23]=[CH:24][C:19]=1[C@H:17]1[CH2:18][C@@H:13]([OH:12])[C@:14]([CH2:46][CH3:47])([OH:45])[C@@H:15]([CH3:44])[O:16]1)=[O:43], predict the reactants needed to synthesize it. The reactants are: Br[C:2]1[C:7]([F:8])=[CH:6][CH:5]=[CH:4][N:3]=1.C([O:12][C@@H:13]1[CH2:18][C@H:17]([C:19]2[CH:24]=[CH:23][N:22]=[CH:21][C:20]=2[NH:25][C:26](=[O:43])[C:27]2[C:32]([NH2:33])=[CH:31][CH:30]=[C:29](B3OC(C)(C)C(C)(C)O3)[N:28]=2)[O:16][C@H:15]([CH3:44])[C@@:14]1([CH2:46][CH3:47])[OH:45])(=O)C. (4) Given the product [CH2:1]([O:3][C:4]([CH:6]1[CH2:11][S:10][CH2:9][CH2:8][N:7]1[C:27](=[O:28])[C:26]1[CH:30]=[CH:31][CH:32]=[C:24]([N+:21]([O-:23])=[O:22])[CH:25]=1)=[O:5])[CH3:2], predict the reactants needed to synthesize it. The reactants are: [CH2:1]([O:3][C:4]([CH:6]1[CH2:11][S:10][CH2:9][CH2:8][NH:7]1)=[O:5])[CH3:2].CN(C1C=CC=CN=1)C.[N+:21]([C:24]1[CH:25]=[C:26]([CH:30]=[CH:31][CH:32]=1)[C:27](Cl)=[O:28])([O-:23])=[O:22].Cl.